Dataset: Full USPTO retrosynthesis dataset with 1.9M reactions from patents (1976-2016). Task: Predict the reactants needed to synthesize the given product. (1) Given the product [Cl:3][C:4]1[CH:11]=[CH:10][C:7]([CH2:8][O:9][CH3:15])=[CH:6][C:5]=1[N+:12]([O-:14])=[O:13], predict the reactants needed to synthesize it. The reactants are: [OH-].[K+].[Cl:3][C:4]1[CH:11]=[CH:10][C:7]([CH2:8][OH:9])=[CH:6][C:5]=1[N+:12]([O-:14])=[O:13].[CH3:15]I.O. (2) Given the product [N:13]1([CH2:18][CH2:19][O:20][C@H:21]2[CH2:26][CH2:25][C@H:24]([N:27]3[C:32](=[O:33])[C:31]([CH2:34][C:35]4[CH:40]=[CH:39][C:38]([C:41]5[CH:46]=[CH:45][CH:44]=[CH:43][C:42]=5[C:47]5[NH:3][C:4](=[O:7])[O:5][N:48]=5)=[CH:37][CH:36]=4)=[C:30]([CH2:49][CH2:50][CH3:51])[N:29]4[N:52]=[CH:53][N:54]=[C:28]34)[CH2:23][CH2:22]2)[CH:17]=[CH:16][N:15]=[CH:14]1, predict the reactants needed to synthesize it. The reactants are: [Cl-].O[NH3+:3].[C:4](=[O:7])([O-])[OH:5].[Na+].CS(C)=O.[N:13]1([CH2:18][CH2:19][O:20][C@H:21]2[CH2:26][CH2:25][C@H:24]([N:27]3[C:32](=[O:33])[C:31]([CH2:34][C:35]4[CH:40]=[CH:39][C:38]([C:41]5[C:42]([C:47]#[N:48])=[CH:43][CH:44]=[CH:45][CH:46]=5)=[CH:37][CH:36]=4)=[C:30]([CH2:49][CH2:50][CH3:51])[N:29]4[N:52]=[CH:53][N:54]=[C:28]34)[CH2:23][CH2:22]2)[CH:17]=[CH:16][N:15]=[CH:14]1. (3) Given the product [C:23]1([S:24][C:2]2[C:10]3[C:5](=[CH:6][CH:7]=[C:8]([N+:11]([O-:13])=[O:12])[CH:9]=3)[NH:4][N:3]=2)[C:17]2[C:18](=[CH:19][CH:14]=[CH:15][CH:16]=2)[CH:20]=[CH:21][CH:22]=1, predict the reactants needed to synthesize it. The reactants are: I[C:2]1[C:10]2[C:5](=[CH:6][CH:7]=[C:8]([N+:11]([O-:13])=[O:12])[CH:9]=2)[NH:4][N:3]=1.[CH:14]1[CH:19]=[C:18]2[CH:20]=[CH:21][CH:22]=[C:23]([SH:24])[C:17]2=[CH:16][CH:15]=1.C(O)CO. (4) Given the product [CH3:26][C:18]1[CH:19]=[C:20]([CH3:25])[CH:21]=[C:22]([CH:23]=[CH2:24])[C:17]=1[C:16]1[C:15](=[O:27])[N:13]([CH3:14])[C:5]2([CH2:10][CH2:9][N:8]([O:11][CH3:12])[CH2:7][CH2:6]2)[C:3]=1[OH:2], predict the reactants needed to synthesize it. The reactants are: C[O:2][C:3]([C:5]1([N:13]([C:15](=[O:27])[CH2:16][C:17]2[C:22]([CH:23]=[CH2:24])=[CH:21][C:20]([CH3:25])=[CH:19][C:18]=2[CH3:26])[CH3:14])[CH2:10][CH2:9][N:8]([O:11][CH3:12])[CH2:7][CH2:6]1)=O.C[O-].[Na+]. (5) Given the product [CH:40]1([C:38]([NH:37][C:35]2[N:36]=[C:31]3[CH:30]=[CH:29][C:28]([O:27][C:26]4[CH:43]=[CH:44][C:45]([CH3:46])=[C:24]([NH:23][C:9]([C:5]5[O:4][C:3]([CH2:1][CH3:2])=[N:7][C:6]=5[CH3:8])=[O:11])[CH:25]=4)=[N:33][N:32]3[CH:34]=2)=[O:39])[CH2:41][CH2:42]1, predict the reactants needed to synthesize it. The reactants are: [CH2:1]([C:3]1[O:4][C:5]([C:9]([OH:11])=O)=[C:6]([CH3:8])[N:7]=1)[CH3:2].O1CCCC1.C(Cl)(=O)C(Cl)=O.[NH2:23][C:24]1[CH:25]=[C:26]([CH:43]=[CH:44][C:45]=1[CH3:46])[O:27][C:28]1[CH:29]=[CH:30][C:31]2[N:32]([CH:34]=[C:35]([NH:37][C:38]([CH:40]3[CH2:42][CH2:41]3)=[O:39])[N:36]=2)[N:33]=1. (6) The reactants are: Br[C:2]1[CH:3]=[N:4][CH:5]=[C:6]([CH:27]=1)[C:7]([N:9]1[CH2:14][C:13]([F:16])([F:15])[CH2:12][CH:11]([C:17]([NH:19][C:20]2[CH:25]=[CH:24][C:23]([Cl:26])=[CH:22][CH:21]=2)=[O:18])[CH2:10]1)=[O:8].O1[CH2:33][CH2:32]OCC1.O.C(=O)([O-])[O-].[Cs+].[Cs+]. Given the product [N:4]1[CH:5]=[C:6]([C:7]([N:9]2[CH2:14][C:13]([F:16])([F:15])[CH2:12][CH:11]([C:17]([NH:19][C:20]3[CH:25]=[CH:24][C:23]([Cl:26])=[CH:22][CH:21]=3)=[O:18])[CH2:10]2)=[O:8])[CH:27]=[C:2]([C:33]2[CH:32]=[CH:5][N:4]=[CH:3][CH:2]=2)[CH:3]=1, predict the reactants needed to synthesize it. (7) Given the product [Br:1][C:2]1[CH:7]=[C:6]([C:8]([F:11])([F:10])[F:9])[CH:5]=[CH:4][C:3]=1[CH2:12][C:13]([O:15][CH3:21])=[O:14], predict the reactants needed to synthesize it. The reactants are: [Br:1][C:2]1[CH:7]=[C:6]([C:8]([F:11])([F:10])[F:9])[CH:5]=[CH:4][C:3]=1[CH2:12][C:13]([OH:15])=[O:14].OS(O)(=O)=O.[CH3:21]O.